This data is from Forward reaction prediction with 1.9M reactions from USPTO patents (1976-2016). The task is: Predict the product of the given reaction. (1) Given the reactants [N:1]1([C:5]([C:7]2[CH:16]=[CH:15][C:14]3[C:9](=[C:10]([C:17]4[CH:22]=[CH:21][C:20]([C:23]5[CH:24]=[N:25][N:26]([CH3:28])[CH:27]=5)=[CH:19][CH:18]=4)[CH:11]=[N:12][CH:13]=3)[N:8]=2)=[O:6])[CH2:4][CH2:3][CH2:2]1.ClC1C=C(C=CC=1)C(OO)=O.C([O-])(O)=O.[Na+].C1(C)C=CC(S(Cl)(=O)=O)=CC=1.C(C[NH2:59])O, predict the reaction product. The product is: [NH2:59][C:13]1[N:12]=[CH:11][C:10]([C:17]2[CH:18]=[CH:19][C:20]([C:23]3[CH:24]=[N:25][N:26]([CH3:28])[CH:27]=3)=[CH:21][CH:22]=2)=[C:9]2[C:14]=1[CH:15]=[CH:16][C:7]([C:5]([N:1]1[CH2:2][CH2:3][CH2:4]1)=[O:6])=[N:8]2. (2) Given the reactants [S:1]1[CH:5]=[C:4]([C:6](=[O:29])[CH2:7][CH2:8][N:9]2[CH2:16][CH:15]3[N:17]([C:19]4[CH:28]=[CH:27][C:26]5[C:21](=[CH:22][CH:23]=[CH:24][CH:25]=5)[CH:20]=4)[CH2:18][CH:10]2[CH2:11][CH:12]=[CH:13][CH2:14]3)[C:3]2[CH:30]=[CH:31][CH:32]=[CH:33][C:2]1=2.[BH4-].[Na+].CO.[OH-].[Na+], predict the reaction product. The product is: [S:1]1[CH:5]=[C:4]([CH:6]([OH:29])[CH2:7][CH2:8][N:9]2[CH2:16][CH:15]3[N:17]([C:19]4[CH:28]=[CH:27][C:26]5[C:21](=[CH:22][CH:23]=[CH:24][CH:25]=5)[CH:20]=4)[CH2:18][CH:10]2[CH2:11][CH:12]=[CH:13][CH2:14]3)[C:3]2[CH:30]=[CH:31][CH:32]=[CH:33][C:2]1=2. (3) Given the reactants [Cl:1][C:2]1[CH:3]=[C:4]([CH2:21][C:22]([O:24]C)=[O:23])[CH:5]=[CH:6][C:7]=1[NH:8][C:9]([C:11]1[C:20]2[C:15](=[CH:16][CH:17]=[CH:18][CH:19]=2)[CH:14]=[CH:13][N:12]=1)=[O:10].[OH-].[Na+].Cl, predict the reaction product. The product is: [Cl:1][C:2]1[CH:3]=[C:4]([CH2:21][C:22]([OH:24])=[O:23])[CH:5]=[CH:6][C:7]=1[NH:8][C:9]([C:11]1[C:20]2[C:15](=[CH:16][CH:17]=[CH:18][CH:19]=2)[CH:14]=[CH:13][N:12]=1)=[O:10]. (4) Given the reactants [C:1]1([C:7]2[C:16]([C:17]3[CH:22]=[CH:21][CH:20]=[CH:19][CH:18]=3)=[N:15][C:14]3[C:9](=[CH:10][CH:11]=[CH:12][C:13]=3[N+:23]([O-])=O)[N:8]=2)[CH:6]=[CH:5][CH:4]=[CH:3][CH:2]=1, predict the reaction product. The product is: [C:1]1([C:7]2[C:16]([C:17]3[CH:18]=[CH:19][CH:20]=[CH:21][CH:22]=3)=[N:15][C:14]3[C:9](=[CH:10][CH:11]=[CH:12][C:13]=3[NH2:23])[N:8]=2)[CH:2]=[CH:3][CH:4]=[CH:5][CH:6]=1. (5) The product is: [CH2:1]([C:4]1[C:5]([C:6](=[O:8])[NH:38][CH2:37][C:36]2[C:31]([O:30][CH3:29])=[N:32][C:33]([CH3:44])=[CH:34][C:35]=2[CH2:39][CH2:40][CH2:41][CH:42]=[CH2:43])=[CH:9][CH:10]=[CH:11][C:12]=1[N:13]([CH2:14][CH3:15])[CH:16]1[CH2:21][CH2:20][N:19]([C:22]([O:24][C:25]([CH3:26])([CH3:28])[CH3:27])=[O:23])[CH2:18][CH2:17]1)[CH:2]=[CH2:3]. Given the reactants [CH2:1]([C:4]1[C:12]([N:13]([CH:16]2[CH2:21][CH2:20][N:19]([C:22]([O:24][C:25]([CH3:28])([CH3:27])[CH3:26])=[O:23])[CH2:18][CH2:17]2)[CH2:14][CH3:15])=[CH:11][CH:10]=[CH:9][C:5]=1[C:6]([OH:8])=O)[CH:2]=[CH2:3].[CH3:29][O:30][C:31]1[C:36]([CH2:37][NH2:38])=[C:35]([CH2:39][CH2:40][CH2:41][CH:42]=[CH2:43])[CH:34]=[C:33]([CH3:44])[N:32]=1.C(Cl)CCl.C1C=NC2N(O)N=NC=2C=1.CN1CCOCC1, predict the reaction product. (6) Given the reactants Br[C:2]1[S:3][CH:4]=[CH:5][N:6]=1.[Cl:7][C:8]1[CH:15]=[CH:14][C:11]([CH:12]=[O:13])=[CH:10][CH:9]=1.Cl, predict the reaction product. The product is: [Cl:7][C:8]1[CH:15]=[CH:14][C:11]([CH:12]([C:2]2[S:3][CH:4]=[CH:5][N:6]=2)[OH:13])=[CH:10][CH:9]=1. (7) Given the reactants [OH:1][CH2:2][CH2:3][S:4][C:5]1[CH:6]=[C:7]([C:15]2[C:19]3[CH2:20][N:21]([S:24]([CH3:27])(=[O:26])=[O:25])[CH2:22][CH2:23][C:18]=3[N:17]([CH2:28][CH2:29][CH:30]=O)[N:16]=2)[CH:8]=[CH:9][C:10]=1[C:11]([F:14])([F:13])[F:12].[C:32]([OH:35])(=O)[CH3:33].[BH-](O[C:46]([CH3:48])=O)(OC(C)=O)OC(C)=O.[Na+].[OH-].[Na+], predict the reaction product. The product is: [OH:1][CH2:2][CH2:3][S:4][C:5]1[CH:6]=[C:7]([C:15]2[C:19]3[CH2:20][N:21]([S:24]([CH3:27])(=[O:26])=[O:25])[CH2:22][CH2:23][C:18]=3[N:17]([CH2:28][CH2:29][CH2:30][N:21]3[CH2:22][CH2:23][CH:18]([N:17]4[CH2:46][CH2:48][CH2:33][C:32]4=[O:35])[CH2:19][CH2:20]3)[N:16]=2)[CH:8]=[CH:9][C:10]=1[C:11]([F:13])([F:14])[F:12].